From a dataset of Reaction yield outcomes from USPTO patents with 853,638 reactions. Predict the reaction yield, written as a fraction of the theoretical maximum amount of product (1.0 means a 100% yield; for example, 0.34 means a 34% yield). (1) The reactants are [Cl:1][CH2:2][CH2:3][C:4]([C:6]1[CH:11]=[CH:10][CH:9]=[CH:8][CH:7]=1)=[O:5].[CH2:12]([Mg]Br)[CH:13]=[CH2:14]. The catalyst is C1COCC1. The product is [Cl:1][CH2:2][CH2:3][C:4]([C:6]1[CH:11]=[CH:10][CH:9]=[CH:8][CH:7]=1)([OH:5])[CH2:14][CH:13]=[CH2:12]. The yield is 0.860. (2) No catalyst specified. The yield is 0.920. The product is [F:1][C:2]1[CH:3]=[CH:4][C:5]2[NH:9][C:8](=[O:10])[N:7]([CH:11]3[CH2:16][CH2:15][N:14]([C:17]4([CH3:22])[CH2:21][CH2:20][N:19]([C:24]([O:25][CH2:26][CH2:27][F:28])=[O:29])[CH2:18]4)[CH2:13][CH2:12]3)[C:6]=2[CH:23]=1. The reactants are [F:1][C:2]1[CH:3]=[CH:4][C:5]2[NH:9][C:8](=[O:10])[N:7]([CH:11]3[CH2:16][CH2:15][N:14]([C:17]4([CH3:22])[CH2:21][CH2:20][NH:19][CH2:18]4)[CH2:13][CH2:12]3)[C:6]=2[CH:23]=1.[C:24](Cl)(=[O:29])[O:25][CH2:26][CH2:27][F:28]. (3) The reactants are [I:1][C:2]1[CH:3]=[N:4][NH:5][CH:6]=1.C(=O)([O-])[O-].[Cs+].[Cs+].[F:13][C:14]([F:18])([F:17])[CH2:15]I. The catalyst is CN(C=O)C. The product is [I:1][C:2]1[CH:3]=[N:4][N:5]([CH2:15][C:14]([F:18])([F:17])[F:13])[CH:6]=1. The yield is 0.760. (4) The reactants are C[Al](C)C.[N:5]1([CH2:11][CH2:12][NH2:13])[CH2:10][CH2:9][O:8][CH2:7][CH2:6]1.[Br:14][C:15]1[CH:16]=[C:17]2[C:23]([C:24](OC)=[O:25])=[CH:22][NH:21][C:18]2=[N:19][CH:20]=1. No catalyst specified. The product is [Br:14][C:15]1[CH:16]=[C:17]2[C:23]([C:24]([NH:13][CH2:12][CH2:11][N:5]3[CH2:10][CH2:9][O:8][CH2:7][CH2:6]3)=[O:25])=[CH:22][NH:21][C:18]2=[N:19][CH:20]=1. The yield is 0.650. (5) The catalyst is [Br-].C([N+](CCCC)(CCCC)CCCC)CCC.C([O-])(=O)C.C([O-])(=O)C.[Pd+2]. The product is [CH:1]([C:3]1[CH:8]=[C:7]([CH:13]=[CH:14][CH2:15][CH2:16][CH2:17][CH2:18][CH2:19][CH2:20][CH2:21][CH2:22][CH2:23][CH3:24])[CH:6]=[C:5]([CH:10]=[O:11])[C:4]=1[OH:12])=[O:2]. The reactants are [CH:1]([C:3]1[CH:8]=[C:7](Br)[CH:6]=[C:5]([CH:10]=[O:11])[C:4]=1[OH:12])=[O:2].[CH2:13]=[CH:14][CH2:15][CH2:16][CH2:17][CH2:18][CH2:19][CH2:20][CH2:21][CH2:22][CH2:23][CH3:24].C([O-])(O)=O.[Na+].[Li+].[Cl-]. The yield is 0.510. (6) The reactants are [Cl:1][C:2]1[CH:11]=[CH:10][CH:9]=[C:8]2[C:3]=1[C:4](=[O:21])[N:5]([C:14]1[CH:19]=[CH:18][CH:17]=[CH:16][C:15]=1[Cl:20])[C:6]([CH2:12]Cl)=[N:7]2.O.[SH:23][C:24]1[N:32]=[CH:31][N:30]=[C:29]2[C:25]=1[NH:26][CH:27]=[N:28]2.C([O-])([O-])=O.[K+].[K+]. The catalyst is CN(C=O)C. The product is [Cl:1][C:2]1[CH:11]=[CH:10][CH:9]=[C:8]2[C:3]=1[C:4](=[O:21])[N:5]([C:14]1[CH:19]=[CH:18][CH:17]=[CH:16][C:15]=1[Cl:20])[C:6]([CH2:12][S:23][C:24]1[N:32]=[CH:31][N:30]=[C:29]3[C:25]=1[N:26]=[CH:27][NH:28]3)=[N:7]2. The yield is 0.850. (7) The reactants are C1(S)C=CC=CC=1.C1CN([P+]([O:24]N2N=NC3C=CC=CC2=3)(N2CCCC2)N2CCCC2)CC1.F[P-](F)(F)(F)(F)F.CCN(C(C)C)C(C)C.[F:50][C:51]([F:56])([F:55])[C:52]([OH:54])=[O:53]. The catalyst is CN(C=O)C.C(OCC)C.O. The product is [OH2:24].[OH:54][C:52]([C:51]([F:56])([F:55])[F:50])=[O:53].[C:52]([OH:54])([C:51]([F:56])([F:55])[F:50])=[O:53]. The yield is 0.00100. (8) The reactants are Br[C:2]1[CH:3]=[CH:4][C:5]2[O:10][C:9]([F:12])([F:11])[O:8][C:7]([F:14])([F:13])[C:6]=2[CH:15]=1. The catalyst is CO.CC#N.CCN(CC)CC.C1C=CC([P]([Pd]([P](C2C=CC=CC=2)(C2C=CC=CC=2)C2C=CC=CC=2)([P](C2C=CC=CC=2)(C2C=CC=CC=2)C2C=CC=CC=2)[P](C2C=CC=CC=2)(C2C=CC=CC=2)C2C=CC=CC=2)(C2C=CC=CC=2)C2C=CC=CC=2)=CC=1. The product is [CH3:7][O:8][C:9]([C:2]1[CH:3]=[CH:4][C:5]2[O:10][C:9]([F:12])([F:11])[O:8][C:7]([F:14])([F:13])[C:6]=2[CH:15]=1)=[O:10]. The yield is 0.850. (9) The reactants are C([C:5]1[C:6]([O:14][CH3:15])=[C:7]([NH2:13])[CH:8]=[C:9]([I:12])[C:10]=1[Cl:11])(C)(C)C.Br[CH:17]([CH3:22])[C:18]([O:20][CH3:21])=[O:19].C([O-])([O-])=O.[K+].[K+]. The catalyst is CN(C=O)C. The product is [Cl:11][C:10]1[C:9]([I:12])=[CH:8][C:7]([NH:13][CH:17]([CH3:22])[C:18]([O:20][CH3:21])=[O:19])=[C:6]([O:14][CH3:15])[CH:5]=1. The yield is 0.430. (10) The reactants are [NH2:1][C:2]1[CH:11]=[CH:10][C:9]2[C:4](=[CH:5][CH:6]=[CH:7][CH:8]=2)[N:3]=1.[C:12]1([C:18]2[O:22][N:21]=[CH:20][C:19]=2[CH2:23][CH2:24][C:25](O)=[O:26])[CH:17]=[CH:16][CH:15]=[CH:14][CH:13]=1.O.ON1C2C=CC=CC=2N=N1.Cl.C(N=C=NCCCN(C)C)C. The catalyst is O.CN(C)C=O. The product is [N:3]1[C:4]2[C:9](=[CH:8][CH:7]=[CH:6][CH:5]=2)[CH:10]=[CH:11][C:2]=1[NH:1][C:25](=[O:26])[CH2:24][CH2:23][C:19]1[CH:20]=[N:21][O:22][C:18]=1[C:12]1[CH:13]=[CH:14][CH:15]=[CH:16][CH:17]=1. The yield is 0.840.